This data is from Peptide-MHC class I binding affinity with 185,985 pairs from IEDB/IMGT. The task is: Regression. Given a peptide amino acid sequence and an MHC pseudo amino acid sequence, predict their binding affinity value. This is MHC class I binding data. (1) The peptide sequence is ALFFIIFNK. The MHC is HLA-A03:01 with pseudo-sequence HLA-A03:01. The binding affinity (normalized) is 0.795. (2) The peptide sequence is FILFFAYVM. The MHC is HLA-A02:03 with pseudo-sequence HLA-A02:03. The binding affinity (normalized) is 0.254. (3) The peptide sequence is FYYNAFHWAI. The MHC is HLA-B40:02 with pseudo-sequence HLA-B40:02. The binding affinity (normalized) is 0.0847. (4) The peptide sequence is CEGQKYNQGQY. The MHC is Mamu-B17 with pseudo-sequence Mamu-B17. The binding affinity (normalized) is 0. (5) The peptide sequence is KQNPDIVIY. The MHC is HLA-A01:01 with pseudo-sequence HLA-A01:01. The binding affinity (normalized) is 0. (6) The peptide sequence is RPSTKNFFEL. The MHC is HLA-B18:01 with pseudo-sequence HLA-B18:01. The binding affinity (normalized) is 0.205.